Predict the reactants needed to synthesize the given product. From a dataset of Full USPTO retrosynthesis dataset with 1.9M reactions from patents (1976-2016). (1) Given the product [OH:13][C:8]1[CH:7]=[C:6]2[C:11]([CH:12]=[CH:3][CH:4]=[C:5]2[CH2:19][C:20]([OH:22])=[O:21])=[CH:10][CH:9]=1, predict the reactants needed to synthesize it. The reactants are: C[C@H](C(O)=O)[C:3]1[CH:4]=[CH:5][C:6]2[CH:7]=[C:8]([O:13]C)[CH:9]=[CH:10][C:11]=2[CH:12]=1.Br.[CH3:19][C:20]([OH:22])=[O:21]. (2) Given the product [F:1][C:2]1[C:10]([O:11][C:12]2[C:17]3=[C:18]([CH3:25])[C:19]([O:33][CH2:28][CH2:29][CH2:30][OH:31])=[CH:20][N:16]3[N:15]=[CH:14][N:13]=2)=[CH:9][CH:8]=[C:7]2[C:3]=1[CH:4]=[C:5]([CH3:26])[NH:6]2, predict the reactants needed to synthesize it. The reactants are: [F:1][C:2]1[C:10]([O:11][C:12]2[C:17]3=[C:18]([CH3:25])[C:19](C(O)(C)C)=[CH:20][N:16]3[N:15]=[CH:14][N:13]=2)=[CH:9][CH:8]=[C:7]2[C:3]=1[CH:4]=[C:5]([CH3:26])[NH:6]2.Br[CH2:28][CH2:29][CH2:30][OH:31].C(=O)([O-])[O-:33].[K+].[K+]. (3) Given the product [N:24]1[C:3]([C:5]2[C:13]3[C:8](=[CH:9][CH:10]=[C:11]([N+:14]([O-:16])=[O:15])[CH:12]=3)[N:7]([C:17]([O:19][C:20]([CH3:23])([CH3:22])[CH3:21])=[O:18])[N:6]=2)=[CH:2][N:26]2[CH:27]=[CH:28][CH:29]=[CH:30][C:25]=12, predict the reactants needed to synthesize it. The reactants are: Br[CH2:2][C:3]([C:5]1[C:13]2[C:8](=[CH:9][CH:10]=[C:11]([N+:14]([O-:16])=[O:15])[CH:12]=2)[N:7]([C:17]([O:19][C:20]([CH3:23])([CH3:22])[CH3:21])=[O:18])[N:6]=1)=O.[NH2:24][C:25]1[CH:30]=[CH:29][CH:28]=[CH:27][N:26]=1.C(=O)([O-])O.[Na+].O. (4) Given the product [Cl:1][C:2]1[CH:9]=[C:8]([N:10]2[C:14]([CH3:15])=[C:13]([O:16][C:19]3[CH:20]=[CH:21][C:22]([C:25]#[N:26])=[N:23][CH:24]=3)[C:12]([CH3:17])=[N:11]2)[CH:7]=[CH:6][C:3]=1[C:4]#[N:5], predict the reactants needed to synthesize it. The reactants are: [Cl:1][C:2]1[CH:9]=[C:8]([N:10]2[C:14]([CH3:15])=[C:13]([OH:16])[C:12]([CH3:17])=[N:11]2)[CH:7]=[CH:6][C:3]=1[C:4]#[N:5].Br[C:19]1[CH:20]=[CH:21][C:22]([C:25]#[N:26])=[N:23][CH:24]=1.C(=O)([O-])[O-].[Cs+].[Cs+].[Cl-].[NH4+]. (5) Given the product [Cl-:19].[S:1]1[C:5]2[C:6]([PH:18][C:12]3[CH:17]=[CH:16][CH:15]=[CH:14][CH:13]=3)=[CH:7][CH:8]=[CH:9][C:4]=2[CH:3]=[CH:2]1, predict the reactants needed to synthesize it. The reactants are: [S:1]1[C:5]2[C:6]([Mg]Br)=[CH:7][CH:8]=[CH:9][C:4]=2[CH:3]=[CH:2]1.[C:12]1([P:18](Cl)[Cl:19])[CH:17]=[CH:16][CH:15]=[CH:14][CH:13]=1.P(Cl)(Cl)Cl. (6) Given the product [Br:1][C:2]1[CH:3]=[C:4]2[C:9](=[N:10][CH:11]=1)[N:8]([CH2:12][CH3:13])[CH:7]=[C:6]([C:14]([O:16][CH2:17][CH2:18][CH2:19][O:20][P:22]([O:24][CH2:25][C:26]1[CH:31]=[CH:30][CH:29]=[CH:28][CH:27]=1)([O:32][CH2:33][C:34]1[CH:39]=[CH:38][CH:37]=[CH:36][CH:35]=1)=[O:23])=[O:15])[C:5]2=[O:21], predict the reactants needed to synthesize it. The reactants are: [Br:1][C:2]1[CH:3]=[C:4]2[C:9](=[N:10][CH:11]=1)[N:8]([CH2:12][CH3:13])[CH:7]=[C:6]([C:14]([O:16][CH2:17][CH2:18][CH2:19][OH:20])=[O:15])[C:5]2=[O:21].[P:22](O)([O:32][CH2:33][C:34]1[CH:39]=[CH:38][CH:37]=[CH:36][CH:35]=1)([O:24][CH2:25][C:26]1[CH:31]=[CH:30][CH:29]=[CH:28][CH:27]=1)=[O:23].C1(P(C2C=CC=CC=2)C2C=CC=CC=2)C=CC=CC=1.N(C(OC(C)C)=O)=NC(OC(C)C)=O. (7) Given the product [CH3:11][C:12]1[N:13]([C:2]2[N:7]=[CH:6][C:5]([C:8]([OH:10])=[O:9])=[CH:4][N:3]=2)[CH:14]=[CH:15][N:16]=1, predict the reactants needed to synthesize it. The reactants are: Cl[C:2]1[N:7]=[CH:6][C:5]([C:8]([OH:10])=[O:9])=[CH:4][N:3]=1.[CH3:11][C:12]1[NH:13][CH:14]=[CH:15][N:16]=1.C(=O)([O-])[O-].[K+].[K+].Cl. (8) Given the product [OH:11][N:10]=[C:1]([Cl:19])/[CH:2]=[CH:3]\[C:4]1[CH:5]=[CH:6][CH:7]=[CH:8][CH:9]=1, predict the reactants needed to synthesize it. The reactants are: [CH:1](=[N:10][OH:11])[CH:2]=[CH:3][C:4]1[CH:9]=[CH:8][CH:7]=[CH:6][CH:5]=1.C1C(=O)N([Cl:19])C(=O)C1. (9) Given the product [Cl:1][C:2]1[N:3]=[CH:4][CH:5]=[C:6]2[C:10]([CH3:11])=[C:9]([CH3:12])[N:8]([CH2:16][CH2:15][O:14][CH3:13])[C:7]=12, predict the reactants needed to synthesize it. The reactants are: [Cl:1][C:2]1[N:3]=[CH:4][CH:5]=[C:6]2[C:10]([CH3:11])=[C:9]([CH3:12])[NH:8][C:7]=12.[CH3:13][O:14][CH2:15][CH2:16]Br.